This data is from Catalyst prediction with 721,799 reactions and 888 catalyst types from USPTO. The task is: Predict which catalyst facilitates the given reaction. Reactant: [CH3:1][Si:2](Cl)([CH3:4])[CH3:3].[CH:6]1([Na])[CH:10]=[CH:9][CH:8]=[CH:7]1. Product: [CH3:1][Si:2]([C:7]1[CH2:6][CH:10]=[CH:9][CH:8]=1)([CH3:4])[CH3:3]. The catalyst class is: 7.